From a dataset of Full USPTO retrosynthesis dataset with 1.9M reactions from patents (1976-2016). Predict the reactants needed to synthesize the given product. (1) Given the product [Br-:1].[CH3:8][C:5]1[CH:6]=[CH:7][C:2]([S+:16]([C:18]2[CH:19]=[CH:20][CH:21]=[CH:22][CH:23]=2)[C:10]2[CH:15]=[CH:14][CH:13]=[CH:12][CH:11]=2)=[CH:3][CH:4]=1, predict the reactants needed to synthesize it. The reactants are: [Br:1][C:2]1[CH:7]=[CH:6][C:5]([CH3:8])=[CH:4][CH:3]=1.[Mg].[C:10]1([S:16]([C:18]2[CH:23]=[CH:22][CH:21]=[CH:20][CH:19]=2)=O)[CH:15]=[CH:14][CH:13]=[CH:12][CH:11]=1.Cl[Si](C)(C)C.Br. (2) Given the product [Cl:23][C:20]1[CH:21]=[CH:22][C:17]2[N:16]([CH3:24])[C:15](=[O:25])[CH2:14][N:13]=[C:12]([C:3]3[CH:4]=[CH:5][S:1][CH:2]=3)[C:18]=2[CH:19]=1, predict the reactants needed to synthesize it. The reactants are: [S:1]1[CH:5]=[CH:4][C:3](B(O)O)=[CH:2]1.[F-].[K+].Cl[C:12]1[C:18]2[CH:19]=[C:20]([Cl:23])[CH:21]=[CH:22][C:17]=2[N:16]([CH3:24])[C:15](=[O:25])[CH2:14][N:13]=1.P(C(C)(C)C)(C(C)(C)C)C(C)(C)C. (3) The reactants are: F[C:2]1[C:7]([C:8]2[CH:9]=[CH:10][C:11]3[O:20][CH2:19][CH2:18][C:17]4[S:16][C:15]([C:21]5[N:22]([CH:26]([CH3:28])[CH3:27])[N:23]=[CH:24][N:25]=5)=[N:14][C:13]=4[C:12]=3[CH:29]=2)=[CH:6][C:5]([CH3:30])=[CH:4][N:3]=1.Cl.C[O:33]CCOC. Given the product [CH:26]([N:22]1[C:21]([C:15]2[S:16][C:17]3[CH2:18][CH2:19][O:20][C:11]4[CH:10]=[CH:9][C:8]([C:7]5[C:2](=[O:33])[NH:3][CH:4]=[C:5]([CH3:30])[CH:6]=5)=[CH:29][C:12]=4[C:13]=3[N:14]=2)=[N:25][CH:24]=[N:23]1)([CH3:28])[CH3:27], predict the reactants needed to synthesize it. (4) Given the product [CH:10]1([CH2:9][NH:8][C:6](=[O:7])[C:5]2[CH:13]=[CH:14][C:2]([C:17]3[CH:18]=[C:19]([NH:22][C:23]([C:25]4[CH:29]=[CH:28][O:27][CH:26]=4)=[O:24])[CH:20]=[CH:21][C:16]=3[CH3:15])=[N:3][CH:4]=2)[CH2:12][CH2:11]1, predict the reactants needed to synthesize it. The reactants are: Cl[C:2]1[CH:14]=[CH:13][C:5]([C:6]([NH:8][CH2:9][CH:10]2[CH2:12][CH2:11]2)=[O:7])=[CH:4][N:3]=1.[CH3:15][C:16]1[CH:21]=[CH:20][C:19]([NH:22][C:23]([C:25]2[CH:29]=[CH:28][O:27][CH:26]=2)=[O:24])=[CH:18][C:17]=1B1OC(C)(C)C(C)(C)O1.